Task: Predict the product of the given reaction.. Dataset: Forward reaction prediction with 1.9M reactions from USPTO patents (1976-2016) (1) Given the reactants CCN(CC)CC.[Br:8][C:9]1[CH:14]=[C:13]([C:15]([OH:17])=O)[CH:12]=[CH:11][N:10]=1.CCN=C=NCCCN(C)C.C1C=CC2N(O)N=NC=2C=1.[CH3:39][NH:40][O:41][CH3:42], predict the reaction product. The product is: [Br:8][C:9]1[CH:14]=[C:13]([C:15]([N:40]([CH3:39])[O:41][CH3:42])=[O:17])[CH:12]=[CH:11][N:10]=1. (2) Given the reactants Cl[C:2]1[C:7]2[N:8]=[C:9]([CH3:11])[S:10][C:6]=2[C:5](I)=[CH:4][N:3]=1.[Cl:13][C:14]1[CH:19]=[C:18](B(O)O)[CH:17]=[CH:16][N:15]=1.[NH2:23][C:24]1[N:25]=[C:26]([CH3:29])[S:27][CH:28]=1, predict the reaction product. The product is: [Cl:13][C:14]1[CH:19]=[C:18]([C:5]2[C:6]3[S:10][C:9]([CH3:11])=[N:8][C:7]=3[C:2]([NH:23][C:24]3[N:25]=[C:26]([CH3:29])[S:27][CH:28]=3)=[N:3][CH:4]=2)[CH:17]=[CH:16][N:15]=1. (3) Given the reactants [C:1]([O:7][CH3:8])(=[O:6])[C:2]([O:4]C)=O.[F:9][C:10]1[CH:15]=[CH:14][C:13]([C:16](=[O:18])[CH3:17])=[CH:12][CH:11]=1.C[O-].[Na+].Cl, predict the reaction product. The product is: [F:9][C:10]1[CH:15]=[CH:14][C:13]([C:16](=[O:18])[CH2:17][C:2](=[O:4])[C:1]([O:7][CH3:8])=[O:6])=[CH:12][CH:11]=1. (4) Given the reactants [Cl:1][C:2]1[CH:3]=[N:4][C:5]2[N:6]([N:8]=[C:9]([C:11]([OH:13])=O)[CH:10]=2)[CH:7]=1.[CH3:14][NH:15][C:16]([C:18]1[N:22]2[CH2:23][CH2:24][NH:25][CH:26]([CH3:27])[C:21]2=[CH:20][CH:19]=1)=[O:17], predict the reaction product. The product is: [CH3:14][NH:15][C:16]([C:18]1[N:22]2[CH2:23][CH2:24][N:25]([C:11]([C:9]3[CH:10]=[C:5]4[N:4]=[CH:3][C:2]([Cl:1])=[CH:7][N:6]4[N:8]=3)=[O:13])[CH:26]([CH3:27])[C:21]2=[CH:20][CH:19]=1)=[O:17]. (5) Given the reactants [F:1][C:2]1[CH:7]=[CH:6][C:5]([F:8])=[CH:4][C:3]=1[C:9]1[CH:14]=[CH:13][CH:12]=[CH:11][C:10]=1[C:15](=O)[CH3:16].C([O-])(=O)C.[NH4+].C([BH3-])#[N:24].[Na+], predict the reaction product. The product is: [F:1][C:2]1[CH:7]=[CH:6][C:5]([F:8])=[CH:4][C:3]=1[C:9]1[CH:14]=[CH:13][CH:12]=[CH:11][C:10]=1[CH:15]([NH2:24])[CH3:16]. (6) Given the reactants [CH:1]1[C:6]([OH:7])=[CH:5][CH:4]=[CH:3][C:2]=1[CH3:8].[CH3:9][O:10][CH2:11]Cl.C(OCC)(=O)C, predict the reaction product. The product is: [CH3:9][O:10][CH2:11][O:7][C:6]1[CH:1]=[C:2]([CH3:8])[CH:3]=[CH:4][CH:5]=1. (7) Given the reactants F[C:2]1[N:7]=[C:6]([N:8]([CH3:21])[C:9]2[CH:14]=[CH:13][N:12]=[C:11]([C:15]3[CH:20]=[CH:19][CH:18]=[CH:17][CH:16]=3)[N:10]=2)[CH:5]=[CH:4][N:3]=1.[Cl:22][C:23]1[CH:28]=[CH:27][CH:26]=[CH:25][C:24]=1[CH2:29][CH2:30][NH2:31], predict the reaction product. The product is: [Cl:22][C:23]1[CH:28]=[CH:27][CH:26]=[CH:25][C:24]=1[CH2:29][CH2:30][NH:31][C:2]1[N:7]=[C:6]([N:8]([CH3:21])[C:9]2[CH:14]=[CH:13][N:12]=[C:11]([C:15]3[CH:20]=[CH:19][CH:18]=[CH:17][CH:16]=3)[N:10]=2)[CH:5]=[CH:4][N:3]=1.